This data is from Catalyst prediction with 721,799 reactions and 888 catalyst types from USPTO. The task is: Predict which catalyst facilitates the given reaction. (1) Reactant: C([O:8][C:9]1[CH:10]=[CH:11][CH:12]=[C:13]2[C:18]=1[N:17]=[C:16]([O:19][CH3:20])[CH:15]=[CH:14]2)C1C=CC=CC=1. Product: [CH3:20][O:19][C:16]1[CH:15]=[CH:14][C:13]2[C:18](=[C:9]([OH:8])[CH:10]=[CH:11][CH:12]=2)[N:17]=1. The catalyst class is: 50. (2) Reactant: [F:1][C:2]1[CH:7]=[CH:6][C:5]([S:8]([C:11]([CH3:28])([CH3:27])[C:12]([NH:14][NH:15][C:16]([C:18]2[O:22][N:21]=[C:20]([C:23]([CH3:26])([CH3:25])[CH3:24])[CH:19]=2)=O)=O)(=[O:10])=[O:9])=[CH:4][CH:3]=1.COC1C=CC(P2(SP(C3C=CC(OC)=CC=3)(=S)S2)=[S:38])=CC=1. Product: [C:23]([C:20]1[CH:19]=[C:18]([C:16]2[S:38][C:12]([C:11]([S:8]([C:5]3[CH:6]=[CH:7][C:2]([F:1])=[CH:3][CH:4]=3)(=[O:10])=[O:9])([CH3:28])[CH3:27])=[N:14][N:15]=2)[O:22][N:21]=1)([CH3:26])([CH3:25])[CH3:24]. The catalyst class is: 11.